This data is from Peptide-MHC class I binding affinity with 185,985 pairs from IEDB/IMGT. The task is: Regression. Given a peptide amino acid sequence and an MHC pseudo amino acid sequence, predict their binding affinity value. This is MHC class I binding data. (1) The binding affinity (normalized) is 0. The MHC is Mamu-A11 with pseudo-sequence Mamu-A11. The peptide sequence is LDTGADDSIV. (2) The peptide sequence is RPSTKNFFEL. The MHC is HLA-A11:01 with pseudo-sequence HLA-A11:01. The binding affinity (normalized) is 0.0121. (3) The peptide sequence is RLDLAGRDL. The MHC is HLA-A02:03 with pseudo-sequence HLA-A02:03. The binding affinity (normalized) is 0.206. (4) The MHC is HLA-B15:01 with pseudo-sequence HLA-B15:01. The binding affinity (normalized) is 0.640. The peptide sequence is TQISSATEY. (5) The MHC is HLA-A02:06 with pseudo-sequence HLA-A02:06. The binding affinity (normalized) is 0.395. The peptide sequence is KTVKNVDII. (6) The peptide sequence is NSDPNTPDK. The MHC is HLA-A02:03 with pseudo-sequence HLA-A02:03. The binding affinity (normalized) is 0.0847. (7) The peptide sequence is VVAIDYRHY. The MHC is HLA-A29:02 with pseudo-sequence HLA-A29:02. The binding affinity (normalized) is 0.615.